This data is from Catalyst prediction with 721,799 reactions and 888 catalyst types from USPTO. The task is: Predict which catalyst facilitates the given reaction. (1) Reactant: [CH3:1][O:2][C:3]1[CH:4]=[CH:5][C:6]2[CH2:12][C:11](=[O:13])[CH2:10][CH2:9][CH2:8][C:7]=2[CH:14]=1.N1C[CH2:18][CH2:17][CH2:16]1.N1CCC=C1.C(Br)C=C. Product: [CH2:18]([CH:12]1[C:6]2[CH:5]=[CH:4][C:3]([O:2][CH3:1])=[CH:14][C:7]=2[CH2:8][CH2:9][CH2:10][C:11]1=[O:13])[CH:17]=[CH2:16]. The catalyst class is: 11. (2) Product: [Cl:28][C:26]1[CH:27]=[C:14]([NH:13][C:12](=[S:30])[NH:11][C:8]2[CH:9]=[CH:10][C:5]([NH:4][C:1](=[O:3])[CH3:2])=[CH:6][CH:7]=2)[CH:15]=[C:16]([Cl:29])[C:17]=1[O:18][CH2:19][CH2:20][N:32]([CH3:33])[CH3:31]. The catalyst class is: 54. Reactant: [C:1]([NH:4][C:5]1[CH:10]=[CH:9][C:8]([NH:11][C:12](=[S:30])[NH:13][C:14]2[CH:27]=[C:26]([Cl:28])[C:17]([O:18][CH2:19][CH2:20]OS(C)(=O)=O)=[C:16]([Cl:29])[CH:15]=2)=[CH:7][CH:6]=1)(=[O:3])[CH3:2].[CH3:31][NH:32][CH3:33]. (3) Reactant: [CH2:1]([S:11][CH2:12][CH2:13][OH:14])[CH2:2][CH2:3][CH2:4][CH2:5][CH2:6][CH2:7][CH2:8][CH2:9][CH3:10].C(N(CC)C(C)C)(C)C. Product: [CH2:1]([S:11][CH2:12][CH:13]=[O:14])[CH2:2][CH2:3][CH2:4][CH2:5][CH2:6][CH2:7][CH2:8][CH2:9][CH3:10]. The catalyst class is: 549. (4) Reactant: [CH3:1][NH:2][C:3]1[CH:23]=[CH:22][C:6]([CH2:7][CH:8]2[CH2:12][CH2:11][N:10]([C@@H:13]([C:15]3[CH:20]=[CH:19][CH:18]=[CH:17][CH:16]=3)[CH3:14])[C:9]2=[O:21])=[CH:5][CH:4]=1.[C:24](Cl)(=[O:26])[CH3:25].C(N(CC)CC)C.C(=O)([O-])O.[Na+]. Product: [CH3:1][N:2]([C:3]1[CH:4]=[CH:5][C:6]([CH2:7][CH:8]2[CH2:12][CH2:11][N:10]([C@@H:13]([C:15]3[CH:16]=[CH:17][CH:18]=[CH:19][CH:20]=3)[CH3:14])[C:9]2=[O:21])=[CH:22][CH:23]=1)[C:24](=[O:26])[CH3:25]. The catalyst class is: 7. (5) Reactant: [Cl:1][C:2]1[CH:3]=[CH:4][C:5]2[N:11]3[CH:12]=[CH:13][CH:14]=[C:10]3[C@@H:9]([CH2:15][CH:16]=[CH:17][C:18]([O:20][CH3:21])=[O:19])[O:8][C@H:7]([C:22]3[CH:27]=[CH:26][CH:25]=[C:24]([O:28][CH3:29])[C:23]=3[O:30][CH3:31])[C:6]=2[CH:32]=1. Product: [Cl:1][C:2]1[CH:3]=[CH:4][C:5]2[N:11]3[CH:12]=[CH:13][CH:14]=[C:10]3[C@@H:9]([CH2:15][CH2:16][CH2:17][C:18]([O:20][CH3:21])=[O:19])[O:8][C@H:7]([C:22]3[CH:27]=[CH:26][CH:25]=[C:24]([O:28][CH3:29])[C:23]=3[O:30][CH3:31])[C:6]=2[CH:32]=1. The catalyst class is: 129. (6) Reactant: [N+:1]([C:4]1[CH:5]=[C:6]([CH2:10][C:11]([OH:13])=O)[CH:7]=[CH:8][CH:9]=1)([O-:3])=[O:2].C1N=CN([C:19]([N:21]2C=N[CH:23]=[CH:22]2)=O)C=1.C(N(CC)CC)C.Cl.N1CCC1. Product: [N:21]1([C:11](=[O:13])[CH2:10][C:6]2[CH:7]=[CH:8][CH:9]=[C:4]([N+:1]([O-:3])=[O:2])[CH:5]=2)[CH2:19][CH2:23][CH2:22]1. The catalyst class is: 1. (7) Reactant: [Cl:1][C:2]1[C:7]([CH3:8])=[CH:6][CH:5]=[CH:4][N:3]=1.OO.NC(N)=[O:13].C(N)(N)=O.FC(F)(F)C(O)=O.S(S([O-])=O)([O-])=O.[Na+].[Na+].Cl. Product: [Cl:1][C:2]1[C:7]([CH3:8])=[CH:6][CH:5]=[CH:4][N+:3]=1[O-:13]. The catalyst class is: 4. (8) Reactant: C([O:8][C:9]1[CH:27]=[CH:26][C:12]([CH2:13][C:14]2[CH:18]=[C:17]([C:19]3[C:20]([NH2:25])=[N:21][CH:22]=[CH:23][CH:24]=3)[O:16][N:15]=2)=[CH:11][CH:10]=1)C1C=CC=CC=1.FC(F)(F)C(O)=O.C1(SC)C=CC=CC=1.C(=O)([O-])O.[Na+]. Product: [NH2:25][C:20]1[C:19]([C:17]2[O:16][N:15]=[C:14]([CH2:13][C:12]3[CH:26]=[CH:27][C:9]([OH:8])=[CH:10][CH:11]=3)[CH:18]=2)=[CH:24][CH:23]=[CH:22][N:21]=1. The catalyst class is: 13.